Regression. Given two drug SMILES strings and cell line genomic features, predict the synergy score measuring deviation from expected non-interaction effect. From a dataset of NCI-60 drug combinations with 297,098 pairs across 59 cell lines. (1) Drug 1: CC1=C(C(=CC=C1)Cl)NC(=O)C2=CN=C(S2)NC3=CC(=NC(=N3)C)N4CCN(CC4)CCO. Drug 2: C(CCl)NC(=O)N(CCCl)N=O. Cell line: UACC62. Synergy scores: CSS=11.8, Synergy_ZIP=-4.88, Synergy_Bliss=-0.844, Synergy_Loewe=1.50, Synergy_HSA=0.209. (2) Drug 1: C1=NC2=C(N1)C(=S)N=C(N2)N. Drug 2: CC1CCC2CC(C(=CC=CC=CC(CC(C(=O)C(C(C(=CC(C(=O)CC(OC(=O)C3CCCCN3C(=O)C(=O)C1(O2)O)C(C)CC4CCC(C(C4)OC)O)C)C)O)OC)C)C)C)OC. Cell line: ACHN. Synergy scores: CSS=56.7, Synergy_ZIP=-9.46, Synergy_Bliss=-9.49, Synergy_Loewe=-4.02, Synergy_HSA=-2.80. (3) Drug 1: C1=CC(=CC=C1CCC2=CNC3=C2C(=O)NC(=N3)N)C(=O)NC(CCC(=O)O)C(=O)O. Drug 2: C1C(C(OC1N2C=NC3=C2NC=NCC3O)CO)O. Cell line: MDA-MB-435. Synergy scores: CSS=3.57, Synergy_ZIP=-2.87, Synergy_Bliss=-5.26, Synergy_Loewe=-56.6, Synergy_HSA=-5.69. (4) Drug 1: CN(C)N=NC1=C(NC=N1)C(=O)N. Drug 2: COC1=NC(=NC2=C1N=CN2C3C(C(C(O3)CO)O)O)N. Cell line: A549. Synergy scores: CSS=1.89, Synergy_ZIP=1.33, Synergy_Bliss=4.18, Synergy_Loewe=-0.130, Synergy_HSA=0.275. (5) Drug 1: CC1CCC2CC(C(=CC=CC=CC(CC(C(=O)C(C(C(=CC(C(=O)CC(OC(=O)C3CCCCN3C(=O)C(=O)C1(O2)O)C(C)CC4CCC(C(C4)OC)OCCO)C)C)O)OC)C)C)C)OC. Drug 2: CS(=O)(=O)OCCCCOS(=O)(=O)C. Cell line: T-47D. Synergy scores: CSS=30.3, Synergy_ZIP=-5.69, Synergy_Bliss=-3.93, Synergy_Loewe=-51.3, Synergy_HSA=-4.60. (6) Drug 1: C1CN(CCN1C(=O)CCBr)C(=O)CCBr. Drug 2: CC1C(C(CC(O1)OC2CC(CC3=C2C(=C4C(=C3O)C(=O)C5=CC=CC=C5C4=O)O)(C(=O)C)O)N)O. Cell line: MOLT-4. Synergy scores: CSS=49.6, Synergy_ZIP=-10.0, Synergy_Bliss=-8.59, Synergy_Loewe=-7.30, Synergy_HSA=-5.26. (7) Drug 1: CC1=C(C(CCC1)(C)C)C=CC(=CC=CC(=CC(=O)O)C)C. Drug 2: CC1CCC2CC(C(=CC=CC=CC(CC(C(=O)C(C(C(=CC(C(=O)CC(OC(=O)C3CCCCN3C(=O)C(=O)C1(O2)O)C(C)CC4CCC(C(C4)OC)OCCO)C)C)O)OC)C)C)C)OC. Cell line: SNB-75. Synergy scores: CSS=3.72, Synergy_ZIP=-0.373, Synergy_Bliss=3.05, Synergy_Loewe=-42.2, Synergy_HSA=1.76.